Dataset: Catalyst prediction with 721,799 reactions and 888 catalyst types from USPTO. Task: Predict which catalyst facilitates the given reaction. (1) Reactant: [F:1][C:2]1[CH:7]=[CH:6][C:5]([CH:8]2[C:12](=[O:13])[CH2:11][CH2:10][C:9]2=O)=[CH:4][CH:3]=1.P(Br)(Br)([Br:17])=O. Product: [Br:17][C:9]1[CH2:10][CH2:11][C:12](=[O:13])[C:8]=1[C:5]1[CH:6]=[CH:7][C:2]([F:1])=[CH:3][CH:4]=1. The catalyst class is: 23. (2) Reactant: [F:1][C:2]([F:37])([F:36])[C:3]1[CH:4]=[C:5]([CH:29]=[C:30]([C:32]([F:35])([F:34])[F:33])[CH:31]=1)[CH2:6][NH:7][CH2:8][C:9]1[CH:10]=[C:11]2[C:26]([CH3:27])=[N:25][N:24]([CH3:28])[C:12]2=[N:13][C:14]=1[N:15]([CH2:20][CH:21]1[CH2:23][CH2:22]1)[CH2:16][CH:17]1[CH2:19][CH2:18]1.Cl[C:39]1[N:44]=[CH:43][C:42]([C:45](=[O:47])[CH3:46])=[CH:41][N:40]=1.C([O-])([O-])=O.[K+].[K+]. Product: [CH:17]1([CH2:16][N:15]([CH2:20][CH:21]2[CH2:23][CH2:22]2)[C:14]2[N:13]=[C:12]3[N:24]([CH3:28])[N:25]=[C:26]([CH3:27])[C:11]3=[CH:10][C:9]=2[CH2:8][N:7]([CH2:6][C:5]2[CH:29]=[C:30]([C:32]([F:34])([F:35])[F:33])[CH:31]=[C:3]([C:2]([F:36])([F:1])[F:37])[CH:4]=2)[C:39]2[N:44]=[CH:43][C:42]([C:45](=[O:47])[CH3:46])=[CH:41][N:40]=2)[CH2:18][CH2:19]1. The catalyst class is: 3. (3) Reactant: C[O:2][C:3]([C:5]1[CH:10]=[CH:9][C:8]([O:11][CH2:12][C:13]([F:16])([F:15])[F:14])=[CH:7][N:6]=1)=[O:4].[Li+].[OH-]. Product: [F:16][C:13]([F:14])([F:15])[CH2:12][O:11][C:8]1[CH:9]=[CH:10][C:5]([C:3]([OH:4])=[O:2])=[N:6][CH:7]=1. The catalyst class is: 24. (4) Reactant: [Si]([O:8][C:9]1[CH:14]=[CH:13][C:12]([C:15]2[N:16]=[C:17]([C:22]3[CH:27]=[CH:26][CH:25]=[CH:24][CH:23]=3)[C:18]([NH2:21])=[N:19][CH:20]=2)=[CH:11][CH:10]=1)(C(C)(C)C)(C)C.[Si]([O:35][C:36]1[CH:41]=[CH:40][C:39]([CH2:42][C:43](=O)[CH:44](OCC)[O:45]CC)=[CH:38][CH:37]=1)(C(C)(C)C)(C)C.Cl.CCCCCC. Product: [OH:35][C:36]1[CH:37]=[CH:38][C:39]([CH2:42][C:43]2[C:44](=[O:45])[N:19]3[CH:20]=[C:15]([C:12]4[CH:11]=[CH:10][C:9]([OH:8])=[CH:14][CH:13]=4)[NH:16][C:17]([C:22]4[CH:23]=[CH:24][CH:25]=[CH:26][CH:27]=4)=[C:18]3[N:21]=2)=[CH:40][CH:41]=1. The catalyst class is: 12.